From a dataset of Merck oncology drug combination screen with 23,052 pairs across 39 cell lines. Regression. Given two drug SMILES strings and cell line genomic features, predict the synergy score measuring deviation from expected non-interaction effect. (1) Drug 1: CC1CC2C3CCC4=CC(=O)C=CC4(C)C3(F)C(O)CC2(C)C1(O)C(=O)CO. Drug 2: Cn1c(=O)n(-c2ccc(C(C)(C)C#N)cc2)c2c3cc(-c4cnc5ccccc5c4)ccc3ncc21. Cell line: SKMEL30. Synergy scores: synergy=41.0. (2) Drug 1: CC(=O)OC1C(=O)C2(C)C(O)CC3OCC3(OC(C)=O)C2C(OC(=O)c2ccccc2)C2(O)CC(OC(=O)C(O)C(NC(=O)c3ccccc3)c3ccccc3)C(C)=C1C2(C)C. Drug 2: CNC(=O)c1cc(Oc2ccc(NC(=O)Nc3ccc(Cl)c(C(F)(F)F)c3)cc2)ccn1. Cell line: OCUBM. Synergy scores: synergy=-6.47. (3) Drug 1: Nc1ccn(C2OC(CO)C(O)C2(F)F)c(=O)n1. Drug 2: C=CCn1c(=O)c2cnc(Nc3ccc(N4CCN(C)CC4)cc3)nc2n1-c1cccc(C(C)(C)O)n1. Cell line: A427. Synergy scores: synergy=2.00. (4) Drug 1: Nc1ccn(C2OC(CO)C(O)C2(F)F)c(=O)n1. Drug 2: CCc1cnn2c(NCc3ccc[n+]([O-])c3)cc(N3CCCCC3CCO)nc12. Cell line: NCIH1650. Synergy scores: synergy=-20.0. (5) Cell line: EFM192B. Drug 1: O=S1(=O)NC2(CN1CC(F)(F)F)C1CCC2Cc2cc(C=CCN3CCC(C(F)(F)F)CC3)ccc2C1. Drug 2: O=C(O)C1(Cc2cccc(Nc3nccs3)n2)CCC(Oc2cccc(Cl)c2F)CC1. Synergy scores: synergy=-15.9. (6) Drug 1: O=C(NOCC(O)CO)c1ccc(F)c(F)c1Nc1ccc(I)cc1F. Drug 2: Cn1cc(-c2cnn3c(N)c(Br)c(C4CCCNC4)nc23)cn1. Cell line: KPL1. Synergy scores: synergy=-6.20. (7) Drug 1: O=C(O)C1(Cc2cccc(Nc3nccs3)n2)CCC(Oc2cccc(Cl)c2F)CC1. Drug 2: NC1(c2ccc(-c3nc4ccn5c(=O)[nH]nc5c4cc3-c3ccccc3)cc2)CCC1. Cell line: A427. Synergy scores: synergy=9.27.